From a dataset of Forward reaction prediction with 1.9M reactions from USPTO patents (1976-2016). Predict the product of the given reaction. The product is: [OH:4][C:5]1[C:6]([O:16][CH3:17])=[C:7]([N+:13]([O-:15])=[O:14])[CH:8]=[CH:9][C:10]=1[CH:11]=[O:12]. Given the reactants C([O:4][C:5]1[C:10]([CH:11]=[O:12])=[CH:9][CH:8]=[C:7]([N+:13]([O-:15])=[O:14])[C:6]=1[O:16][CH3:17])(=O)C.[OH-].[Na+].Cl, predict the reaction product.